Dataset: Peptide-MHC class II binding affinity with 134,281 pairs from IEDB. Task: Regression. Given a peptide amino acid sequence and an MHC pseudo amino acid sequence, predict their binding affinity value. This is MHC class II binding data. The MHC is DRB1_0802 with pseudo-sequence DRB1_0802. The binding affinity (normalized) is 0.835. The peptide sequence is AFKVAATAANAAPAK.